This data is from Forward reaction prediction with 1.9M reactions from USPTO patents (1976-2016). The task is: Predict the product of the given reaction. (1) Given the reactants [N:1]1([CH2:10][CH2:11][CH2:12][CH2:13][N:14]2[C:18](=[O:19])[CH2:17][O:16][C:15]2=[O:20])[C:9]2[C:4](=[CH:5][CH:6]=[CH:7][CH:8]=2)[CH:3]=[CH:2]1.[CH3:21][NH2:22].ClCCl.CO, predict the reaction product. The product is: [N:1]1([CH2:10][CH2:11][CH2:12][CH2:13][NH:14][C:15](=[O:20])[O:16][CH2:17][C:18]([NH:22][CH3:21])=[O:19])[C:9]2[C:4](=[CH:5][CH:6]=[CH:7][CH:8]=2)[CH:3]=[CH:2]1. (2) Given the reactants [CH3:13][C:12]([O:11][C:9](O[C:9]([O:11][C:12]([CH3:15])([CH3:14])[CH3:13])=[O:10])=[O:10])([CH3:15])[CH3:14].C(N(C(C)C)CC)(C)C.[Cl:25][C:26]1[N:27]=[C:28]([Cl:35])[C:29]2[CH:34]=[CH:33][NH:32][C:30]=2[N:31]=1, predict the reaction product. The product is: [Cl:25][C:26]1[N:27]=[C:28]([Cl:35])[C:29]2[CH:34]=[CH:33][N:32]([C:9]([O:11][C:12]([CH3:13])([CH3:14])[CH3:15])=[O:10])[C:30]=2[N:31]=1. (3) Given the reactants C(OC([NH:8][C@@H:9]([CH2:22][CH2:23][C:24]([NH:26][CH:27]1[CH2:35][C:34]2[C:29](=[CH:30][CH:31]=[CH:32][CH:33]=2)[CH2:28]1)=[O:25])[C:10]([NH:12][CH:13]1[CH2:21][C:20]2[C:15](=[CH:16][CH:17]=[CH:18][CH:19]=2)[CH2:14]1)=[O:11])=O)(C)(C)C.[ClH:36].O1CCOCC1, predict the reaction product. The product is: [ClH:36].[NH2:8][C@@H:9]([CH2:22][CH2:23][C:24]([NH:26][CH:27]1[CH2:35][C:34]2[C:29](=[CH:30][CH:31]=[CH:32][CH:33]=2)[CH2:28]1)=[O:25])[C:10]([NH:12][CH:13]1[CH2:14][C:15]2[C:20](=[CH:19][CH:18]=[CH:17][CH:16]=2)[CH2:21]1)=[O:11]. (4) Given the reactants C(OC(=O)[NH:7][C:8]1([C:12]2[CH:17]=[CH:16][C:15]([C:18]3[C:23]([C:24]4[CH:29]=[CH:28][CH:27]=[CH:26][CH:25]=4)=[CH:22][N:21]4[C:30]([C:33]5[CH:38]=[CH:37][CH:36]=[CH:35][C:34]=5[O:39][CH3:40])=[CH:31][N:32]=[C:20]4[N:19]=3)=[CH:14][CH:13]=2)[CH2:11][CH2:10][CH2:9]1)(C)(C)C.Cl.CO, predict the reaction product. The product is: [CH3:40][O:39][C:34]1[CH:35]=[CH:36][CH:37]=[CH:38][C:33]=1[C:30]1[N:21]2[CH:22]=[C:23]([C:24]3[CH:29]=[CH:28][CH:27]=[CH:26][CH:25]=3)[C:18]([C:15]3[CH:16]=[CH:17][C:12]([C:8]4([NH2:7])[CH2:11][CH2:10][CH2:9]4)=[CH:13][CH:14]=3)=[N:19][C:20]2=[N:32][CH:31]=1. (5) Given the reactants [Br:1][C:2]1[C:3]([O:22][CH3:23])=[C:4]([C:9]([CH2:12][S:13]([N:16]2[CH2:21][CH2:20][CH2:19][CH2:18]C2)(=[O:15])=[O:14])=[CH:10][CH:11]=1)[C:5]([O:7][CH3:8])=[O:6].[Na+].BrC1C=CC(CS([O-])(=O)=O)=C(C(OC)=O)C=1OC.N1CCCC1, predict the reaction product. The product is: [Br:1][C:2]1[C:3]([O:22][CH3:23])=[C:4]([C:9]([CH2:12][S:13]([N:16]2[CH2:18][CH2:19][CH2:20][CH2:21]2)(=[O:14])=[O:15])=[CH:10][CH:11]=1)[C:5]([O:7][CH3:8])=[O:6]. (6) Given the reactants [Cl:1][C:2]1[CH:3]=[C:4]([N+:15]([O-:17])=[O:16])[C:5]([NH2:14])=[N:6][C:7]=1[N:8]1[CH2:13][CH2:12][NH:11][CH2:10][CH2:9]1.C(O)(C(F)(F)F)=O.CCN(C(C)C)C(C)C.[CH3:34][O:35][C:36]1[CH:41]=[CH:40][CH:39]=[CH:38][C:37]=1[C:42]1[C:46]([C:47](O)=[O:48])=[C:45]([CH3:50])[O:44][N:43]=1.CN(C(ON1N=NC2C=CC=NC1=2)=[N+](C)C)C.F[P-](F)(F)(F)(F)F, predict the reaction product. The product is: [NH2:14][C:5]1[N:6]=[C:7]([N:8]2[CH2:9][CH2:10][N:11]([C:47]([C:46]3[C:42]([C:37]4[CH:38]=[CH:39][CH:40]=[CH:41][C:36]=4[O:35][CH3:34])=[N:43][O:44][C:45]=3[CH3:50])=[O:48])[CH2:12][CH2:13]2)[C:2]([Cl:1])=[CH:3][C:4]=1[N+:15]([O-:17])=[O:16]. (7) Given the reactants [Cl:1][CH2:2][CH2:3][CH2:4][O:5][CH2:6][CH2:7][C:8]1[CH:13]=[CH:12][C:11]([OH:14])=[CH:10][CH:9]=1.C(N(CC)CC)C.[CH3:22][C:23]([CH3:28])([CH3:27])[C:24](Cl)=[O:25].O, predict the reaction product. The product is: [Cl:1][CH2:2][CH2:3][CH2:4][O:5][CH2:6][CH2:7][C:8]1[CH:9]=[CH:10][C:11]([O:14][C:24](=[O:25])[C:23]([CH3:28])([CH3:27])[CH3:22])=[CH:12][CH:13]=1. (8) Given the reactants [OH:1][CH:2]1[C:6]2=[N:7][CH:8]=[CH:9][CH:10]=[C:5]2[C:4](=[O:11])[N:3]1[C:12]1[CH:13]=[N:14][N:15]([CH2:17][C:18]([F:21])([F:20])[F:19])[CH:16]=1.C1C=C(Cl)C=C(C(OO)=[O:30])C=1, predict the reaction product. The product is: [OH:1][CH:2]1[C:6]2=[N+:7]([O-:30])[CH:8]=[CH:9][CH:10]=[C:5]2[C:4](=[O:11])[N:3]1[C:12]1[CH:13]=[N:14][N:15]([CH2:17][C:18]([F:21])([F:20])[F:19])[CH:16]=1.